Predict which catalyst facilitates the given reaction. From a dataset of Catalyst prediction with 721,799 reactions and 888 catalyst types from USPTO. (1) Reactant: [C:1]([Si:5]([C:32]1[CH:37]=[CH:36][CH:35]=[CH:34][CH:33]=1)([C:26]1[CH:31]=[CH:30][CH:29]=[CH:28][CH:27]=1)[O:6][CH2:7][CH:8]([C:10]1[CH:15]=[CH:14][C:13]([O:16][CH2:17][C:18]2[CH:23]=[CH:22][C:21]([Cl:24])=[C:20]([Cl:25])[CH:19]=2)=[CH:12][CH:11]=1)[OH:9])([CH3:4])([CH3:3])[CH3:2].[CH3:38][O:39][C:40](=[O:59])[C@@H:41]([NH:51][C:52]([O:54][C:55]([CH3:58])([CH3:57])[CH3:56])=[O:53])[CH2:42][C:43]1[CH:48]=[CH:47][C:46](O)=[C:45]([Br:50])[CH:44]=1.C1(P(C2C=CC=CC=2)C2C=CC=CC=2)C=CC=CC=1.CC(OC(/N=N/C(OC(C)C)=O)=O)C. Product: [CH3:38][O:39][C:40](=[O:59])[C@@H:41]([NH:51][C:52]([O:54][C:55]([CH3:57])([CH3:56])[CH3:58])=[O:53])[CH2:42][C:43]1[CH:48]=[CH:47][C:46]([O:9][CH:8]([C:10]2[CH:11]=[CH:12][C:13]([O:16][CH2:17][C:18]3[CH:23]=[CH:22][C:21]([Cl:24])=[C:20]([Cl:25])[CH:19]=3)=[CH:14][CH:15]=2)[CH2:7][O:6][Si:5]([C:1]([CH3:4])([CH3:2])[CH3:3])([C:32]2[CH:37]=[CH:36][CH:35]=[CH:34][CH:33]=2)[C:26]2[CH:27]=[CH:28][CH:29]=[CH:30][CH:31]=2)=[C:45]([Br:50])[CH:44]=1. The catalyst class is: 2. (2) Reactant: C[O:2][C:3](=[O:17])[CH2:4][C:5]1[C:14]2[C:9](=[CH:10][CH:11]=[CH:12][CH:13]=2)[C:8]([C:15]#[N:16])=[CH:7][CH:6]=1.[Li+].[OH-]. Product: [C:15]([C:8]1[C:9]2[C:14](=[CH:13][CH:12]=[CH:11][CH:10]=2)[C:5]([CH2:4][C:3]([OH:17])=[O:2])=[CH:6][CH:7]=1)#[N:16]. The catalyst class is: 5. (3) Reactant: [C:1]([OH:4])(=O)[CH3:2].C(N1C=CN=C1)(N1C=CN=C1)=O.O[NH:18][C:19]([C:21]1[CH:40]=[CH:39][C:24]2[N:25]=[C:26]([NH:29][C@H:30]3[C:38]4[C:33](=[CH:34][CH:35]=[CH:36][CH:37]=4)[CH2:32][CH2:31]3)[O:27][CH2:28][C:23]=2[CH:22]=1)=[NH:20]. Product: [C@H:30]1([NH:29][C:26]2[O:27][CH2:28][C:23]3[CH:22]=[C:21]([C:19]4[N:20]=[C:1]([CH3:2])[O:4][N:18]=4)[CH:40]=[CH:39][C:24]=3[N:25]=2)[C:38]2[C:33](=[CH:34][CH:35]=[CH:36][CH:37]=2)[CH2:32][CH2:31]1. The catalyst class is: 7. (4) Reactant: S(OC)(O[CH3:5])(=O)=O.C([O-])([O-])=O.[K+].[K+].[CH2:14]([NH:32][C:33](=[O:39])[CH2:34][CH2:35][C:36]([OH:38])=[O:37])[CH2:15][CH2:16][CH2:17][CH2:18][CH2:19][CH2:20][CH2:21][CH2:22][CH2:23][CH2:24][CH2:25][CH2:26][CH2:27][CH2:28][CH2:29][CH2:30][CH3:31]. Product: [CH2:14]([NH:32][C:33](=[O:39])[CH2:34][CH2:35][C:36]([O:38][CH3:5])=[O:37])[CH2:15][CH2:16][CH2:17][CH2:18][CH2:19][CH2:20][CH2:21][CH2:22][CH2:23][CH2:24][CH2:25][CH2:26][CH2:27][CH2:28][CH2:29][CH2:30][CH3:31]. The catalyst class is: 21. (5) Reactant: [C:1]([C:3]1[CH:23]=[C:22]([F:24])[CH:21]=[CH:20][C:4]=1[O:5][C:6]1[CH:7]=[C:8]2[C:12](=[CH:13][CH:14]=1)[N:11]([CH2:15][C:16](OC)=[O:17])[N:10]=[CH:9]2)#[N:2].[BH4-].[Na+]. Product: [F:24][C:22]1[CH:21]=[CH:20][C:4]([O:5][C:6]2[CH:7]=[C:8]3[C:12](=[CH:13][CH:14]=2)[N:11]([CH2:15][CH2:16][OH:17])[N:10]=[CH:9]3)=[C:3]([CH:23]=1)[C:1]#[N:2]. The catalyst class is: 5. (6) Product: [C:18]([NH:1][CH2:2][CH2:3][CH2:4][CH2:5][CH2:6][OH:7])([O:20][CH2:21][C:22]1[CH:27]=[CH:26][CH:25]=[CH:24][CH:23]=1)=[O:19]. The catalyst class is: 7. Reactant: [NH2:1][CH2:2][CH2:3][CH2:4][CH2:5][CH2:6][OH:7].C(N(CC)C(C)C)(C)C.Cl[C:18]([O:20][CH2:21][C:22]1[CH:27]=[CH:26][CH:25]=[CH:24][CH:23]=1)=[O:19]. (7) Reactant: Cl[C:2]1[C:3]2[C:16]3[CH2:17][CH2:18][CH2:19][CH2:20][C:15]=3[S:14][C:4]=2[N:5]=[C:6]([C:8]2[CH:13]=[CH:12][N:11]=[CH:10][CH:9]=2)[N:7]=1.C(O[C:26](=O)[NH:27][CH2:28][CH2:29][OH:30])(C)(C)C.[H-].[Na+]. Product: [CH3:26][NH:27][CH2:28][CH2:29][O:30][C:2]1[C:3]2[C:16]3[CH2:17][CH2:18][CH2:19][CH2:20][C:15]=3[S:14][C:4]=2[N:5]=[C:6]([C:8]2[CH:13]=[CH:12][N:11]=[CH:10][CH:9]=2)[N:7]=1. The catalyst class is: 287. (8) Reactant: Br[CH2:2][C:3]1[CH:18]=[CH:17][C:6]2[S:7][CH:8]=[C:9]([C:10]3[CH:15]=[CH:14][CH:13]=[CH:12][C:11]=3[CH3:16])[C:5]=2[CH:4]=1.[OH:19][C:20]1[N:25]=[CH:24][C:23]([CH:26]([C:33]#[C:34][CH3:35])[CH2:27][C:28]([O:30][CH2:31][CH3:32])=[O:29])=[CH:22][CH:21]=1.O. Product: [CH3:16][C:11]1[CH:12]=[CH:13][CH:14]=[CH:15][C:10]=1[C:9]1[C:5]2[CH:4]=[C:3]([CH2:2][O:19][C:20]3[N:25]=[CH:24][C:23]([CH:26]([C:33]#[C:34][CH3:35])[CH2:27][C:28]([O:30][CH2:31][CH3:32])=[O:29])=[CH:22][CH:21]=3)[CH:18]=[CH:17][C:6]=2[S:7][CH:8]=1. The catalyst class is: 11.